This data is from Peptide-MHC class II binding affinity with 134,281 pairs from IEDB. The task is: Regression. Given a peptide amino acid sequence and an MHC pseudo amino acid sequence, predict their binding affinity value. This is MHC class II binding data. (1) The peptide sequence is VHQIFGSAYTALFSG. The binding affinity (normalized) is 0.617. The MHC is DRB1_0401 with pseudo-sequence DRB1_0401. (2) The peptide sequence is TAWDFSSAGGFFTSV. The MHC is DRB1_1101 with pseudo-sequence DRB1_1101. The binding affinity (normalized) is 0.438. (3) The binding affinity (normalized) is 0.204. The MHC is HLA-DPA10201-DPB11401 with pseudo-sequence HLA-DPA10201-DPB11401. The peptide sequence is AFNVENGNATPQLTK. (4) The peptide sequence is AQQSKLAQRRVFHGV. The MHC is DRB3_0301 with pseudo-sequence DRB3_0301. The binding affinity (normalized) is 0.365. (5) The peptide sequence is YDKFLANVSTHLTGK. The MHC is DRB1_0401 with pseudo-sequence DRB1_0401. The binding affinity (normalized) is 0.584.